From a dataset of Full USPTO retrosynthesis dataset with 1.9M reactions from patents (1976-2016). Predict the reactants needed to synthesize the given product. (1) Given the product [CH3:1][C:2]1([CH3:16])[O:6][CH:5]([CH2:7][N:8]2[CH:12]=[C:11]([NH2:13])[CH:10]=[N:9]2)[CH2:4][O:3]1, predict the reactants needed to synthesize it. The reactants are: [CH3:1][C:2]1([CH3:16])[O:6][CH:5]([CH2:7][N:8]2[CH:12]=[C:11]([N+:13]([O-])=O)[CH:10]=[N:9]2)[CH2:4][O:3]1. (2) Given the product [CH2:1]([O:8][C:9]1[CH:10]=[C:11]([CH2:15][NH:16][CH2:17][CH2:18][O:19][C:20](=[O:25])[C:21]([CH3:24])([CH3:23])[CH3:22])[CH:12]=[CH:13][CH:14]=1)[C:2]1[CH:3]=[CH:4][CH:5]=[CH:6][CH:7]=1, predict the reactants needed to synthesize it. The reactants are: [CH2:1]([O:8][C:9]1[CH:10]=[C:11]([CH2:15][NH:16][CH2:17][CH2:18][OH:19])[CH:12]=[CH:13][CH:14]=1)[C:2]1[CH:7]=[CH:6][CH:5]=[CH:4][CH:3]=1.[C:20](Cl)(=[O:25])[C:21]([CH3:24])([CH3:23])[CH3:22].N1C=CC=CC=1. (3) The reactants are: O=[C:2]([C:17]1[CH:22]=[CH:21][CH:20]=[CH:19][N:18]=1)[CH2:3][N:4]1[CH2:9][CH2:8][N:7]([C:10]([O:12][C:13]([CH3:16])([CH3:15])[CH3:14])=[O:11])[CH2:6][CH2:5]1.COC(OC)[N:26]([CH3:28])C.[NH2:31]N. Given the product [N:18]1[CH:19]=[CH:20][CH:21]=[CH:22][C:17]=1[C:2]1[C:3]([N:4]2[CH2:9][CH2:8][N:7]([C:10]([O:12][C:13]([CH3:16])([CH3:15])[CH3:14])=[O:11])[CH2:6][CH2:5]2)=[CH:28][NH:26][N:31]=1, predict the reactants needed to synthesize it. (4) The reactants are: [CH3:1][O:2][CH:3]=[CH:4][C:5]1[CH:10]=[CH:9][CH:8]=[C:7]([N+:11]([O-])=O)[C:6]=1[O:14][CH2:15][C:16]([O:18]C)=O.[Cl-].[NH4+]. Given the product [CH3:1][O:2][CH:3]=[CH:4][C:5]1[C:6]2[O:14][CH2:15][C:16](=[O:18])[NH:11][C:7]=2[CH:8]=[CH:9][CH:10]=1, predict the reactants needed to synthesize it. (5) Given the product [CH3:1][O:2][C:3]1[CH:4]=[C:5]([C:11]2[C:16]([C:17]3[CH:22]=[CH:21][CH:20]=[CH:19][C:18]=3[F:23])=[CH:15][N+:14]([O-:37])=[C:13]([CH3:24])[C:12]=2[C:25]2[CH:26]=[CH:27][C:28]([F:31])=[CH:29][CH:30]=2)[CH:6]=[C:7]([O:9][CH3:10])[CH:8]=1, predict the reactants needed to synthesize it. The reactants are: [CH3:1][O:2][C:3]1[CH:4]=[C:5]([C:11]2[C:16]([C:17]3[CH:22]=[CH:21][CH:20]=[CH:19][C:18]=3[F:23])=[CH:15][N:14]=[C:13]([CH3:24])[C:12]=2[C:25]2[CH:30]=[CH:29][C:28]([F:31])=[CH:27][CH:26]=2)[CH:6]=[C:7]([O:9][CH3:10])[CH:8]=1.ClC1C=C(C=CC=1)C(OO)=[O:37]. (6) Given the product [Br-:34].[F:23][C:24]1[CH:25]=[C:26]([O:30][CH2:31][CH2:32][CH2:33][N+:1]23[CH2:6][CH2:5][C:4]([C:9]([OH:10])([C:17]4[CH:22]=[CH:21][CH:20]=[CH:19][CH:18]=4)[C:11]4[CH:12]=[CH:13][CH:14]=[CH:15][CH:16]=4)([CH2:3][CH2:2]2)[CH2:7][CH2:8]3)[CH:27]=[CH:28][CH:29]=1, predict the reactants needed to synthesize it. The reactants are: [N:1]12[CH2:8][CH2:7][C:4]([C:9]([C:17]3[CH:22]=[CH:21][CH:20]=[CH:19][CH:18]=3)([C:11]3[CH:16]=[CH:15][CH:14]=[CH:13][CH:12]=3)[OH:10])([CH2:5][CH2:6]1)[CH2:3][CH2:2]2.[F:23][C:24]1[CH:25]=[C:26]([O:30][CH2:31][CH2:32][CH2:33][Br:34])[CH:27]=[CH:28][CH:29]=1. (7) Given the product [F:26][C:23]([F:24])([F:25])[C:21]1[CH:20]=[C:11]([CH:10]=[C:9]([C:8]([F:7])([F:27])[F:28])[CH:22]=1)[CH2:12][N:13]([CH2:30][C:31]1[CH:36]=[C:35]([C:37]([F:38])([F:39])[F:40])[CH:34]=[CH:33][C:32]=1[C:41]1[CH:46]=[C:45]([CH:47]([CH3:49])[CH3:48])[C:44]([F:50])=[CH:43][C:42]=1[O:51][CH3:52])[C:14]1[O:18][N:17]=[C:16]([CH3:19])[CH:15]=1, predict the reactants needed to synthesize it. The reactants are: CC(C)([O-])C.[K+].[F:7][C:8]([F:28])([F:27])[C:9]1[CH:10]=[C:11]([CH:20]=[C:21]([C:23]([F:26])([F:25])[F:24])[CH:22]=1)[CH2:12][NH:13][C:14]1[O:18][N:17]=[C:16]([CH3:19])[CH:15]=1.Br[CH2:30][C:31]1[CH:36]=[C:35]([C:37]([F:40])([F:39])[F:38])[CH:34]=[CH:33][C:32]=1[C:41]1[CH:46]=[C:45]([CH:47]([CH3:49])[CH3:48])[C:44]([F:50])=[CH:43][C:42]=1[O:51][CH3:52].